Dataset: NCI-60 drug combinations with 297,098 pairs across 59 cell lines. Task: Regression. Given two drug SMILES strings and cell line genomic features, predict the synergy score measuring deviation from expected non-interaction effect. (1) Drug 1: CC1=CC=C(C=C1)C2=CC(=NN2C3=CC=C(C=C3)S(=O)(=O)N)C(F)(F)F. Drug 2: CC1C(C(CC(O1)OC2CC(OC(C2O)C)OC3=CC4=CC5=C(C(=O)C(C(C5)C(C(=O)C(C(C)O)O)OC)OC6CC(C(C(O6)C)O)OC7CC(C(C(O7)C)O)OC8CC(C(C(O8)C)O)(C)O)C(=C4C(=C3C)O)O)O)O. Cell line: A498. Synergy scores: CSS=8.77, Synergy_ZIP=0.548, Synergy_Bliss=1.73, Synergy_Loewe=-18.6, Synergy_HSA=0.688. (2) Drug 1: CN(C)N=NC1=C(NC=N1)C(=O)N. Drug 2: C1=NC2=C(N=C(N=C2N1C3C(C(C(O3)CO)O)O)F)N. Cell line: HCT-15. Synergy scores: CSS=-1.57, Synergy_ZIP=-0.551, Synergy_Bliss=-2.74, Synergy_Loewe=-4.79, Synergy_HSA=-4.96. (3) Synergy scores: CSS=47.0, Synergy_ZIP=2.57, Synergy_Bliss=3.66, Synergy_Loewe=6.30, Synergy_HSA=5.74. Drug 1: C1CCC(CC1)NC(=O)N(CCCl)N=O. Cell line: SF-295. Drug 2: CC1=C(C=C(C=C1)C(=O)NC2=CC(=CC(=C2)C(F)(F)F)N3C=C(N=C3)C)NC4=NC=CC(=N4)C5=CN=CC=C5.